This data is from Reaction yield outcomes from USPTO patents with 853,638 reactions. The task is: Predict the reaction yield, written as a fraction of the theoretical maximum amount of product (1.0 means a 100% yield; for example, 0.34 means a 34% yield). (1) The reactants are FC(F)(F)S([O-])(=O)=O.[Li+].[F:10][C:11]([F:16])([F:15])[C@@H:12]1[O:14][CH2:13]1.[CH2:17]([NH2:24])[C:18]1[CH:23]=[CH:22][CH:21]=[CH:20][CH:19]=1. The catalyst is CC#N. The product is [CH2:17]([NH:24][CH2:13][C@@H:12]([OH:14])[C:11]([F:16])([F:15])[F:10])[C:18]1[CH:23]=[CH:22][CH:21]=[CH:20][CH:19]=1. The yield is 0.790. (2) The reactants are [F:1][C:2]1[CH:7]=[CH:6][C:5]([C:8]2[N:13]=[N:12][C:11]([O:14]C)=[C:10]([O:16][CH3:17])[CH:9]=2)=[CH:4][CH:3]=1. The catalyst is Cl.O1CCOCC1.CCOC(C)=O. The product is [F:1][C:2]1[CH:3]=[CH:4][C:5]([C:8]2[CH:9]=[C:10]([O:16][CH3:17])[C:11](=[O:14])[NH:12][N:13]=2)=[CH:6][CH:7]=1. The yield is 0.360.